Dataset: NCI-60 drug combinations with 297,098 pairs across 59 cell lines. Task: Regression. Given two drug SMILES strings and cell line genomic features, predict the synergy score measuring deviation from expected non-interaction effect. Drug 1: C1=CC(=CC=C1C#N)C(C2=CC=C(C=C2)C#N)N3C=NC=N3. Drug 2: C1=CN(C=N1)CC(O)(P(=O)(O)O)P(=O)(O)O. Cell line: OVCAR-5. Synergy scores: CSS=3.99, Synergy_ZIP=-1.62, Synergy_Bliss=-0.00798, Synergy_Loewe=0.902, Synergy_HSA=1.20.